From a dataset of Forward reaction prediction with 1.9M reactions from USPTO patents (1976-2016). Predict the product of the given reaction. (1) Given the reactants [CH2:1]([C:3]1[S:42][C:6]2[N:7]([CH2:23][C:24]3[CH:29]=[CH:28][C:27]([C:30]4[CH:35]=[CH:34][CH:33]=[CH:32][C:31]=4[C:36]4[NH:40][C:39](=[O:41])[O:38][N:37]=4)=[CH:26][CH:25]=3)[C:8](=[O:22])[N:9]([CH2:12][C:13]([C:15]3[CH:20]=[CH:19][C:18]([F:21])=[CH:17][CH:16]=3)=O)[C:10](=[O:11])[C:5]=2[CH:4]=1)[CH3:2].Cl.[NH2:44][O:45][CH2:46][C:47]1[CH:52]=[CH:51][CH:50]=[CH:49][CH:48]=1.N1C=CC=CC=1.Cl, predict the reaction product. The product is: [CH2:46]([O:45][N:44]=[C:13]([C:15]1[CH:20]=[CH:19][C:18]([F:21])=[CH:17][CH:16]=1)[CH2:12][N:9]1[C:10](=[O:11])[C:5]2[CH:4]=[C:3]([CH2:1][CH3:2])[S:42][C:6]=2[N:7]([CH2:23][C:24]2[CH:29]=[CH:28][C:27]([C:30]3[CH:35]=[CH:34][CH:33]=[CH:32][C:31]=3[C:36]3[NH:40][C:39](=[O:41])[O:38][N:37]=3)=[CH:26][CH:25]=2)[C:8]1=[O:22])[C:47]1[CH:52]=[CH:51][CH:50]=[CH:49][CH:48]=1. (2) Given the reactants [NH:1]1[CH2:6][CH2:5][CH:4]([NH:7][C:8](=[O:14])[O:9][C:10]([CH3:13])([CH3:12])[CH3:11])[CH2:3][CH2:2]1.Br[CH2:16][CH2:17][OH:18].C(N(CC)CC)C.ClCCl.CO, predict the reaction product. The product is: [C:10]([O:9][C:8](=[O:14])[NH:7][CH:4]1[CH2:3][CH2:2][N:1]([CH2:16][CH2:17][OH:18])[CH2:6][CH2:5]1)([CH3:11])([CH3:13])[CH3:12]. (3) Given the reactants [C:1]([O:5][C:6]([N:8]1[CH2:13][CH2:12][N:11]2[C:14]([C:17]([F:20])([F:19])[F:18])=[N:15][CH:16]=[C:10]2[CH2:9]1)=[O:7])([CH3:4])([CH3:3])[CH3:2].[Br:21]N1C(=O)CCC1=O, predict the reaction product. The product is: [C:1]([O:5][C:6]([N:8]1[CH2:13][CH2:12][N:11]2[C:14]([C:17]([F:20])([F:18])[F:19])=[N:15][C:16]([Br:21])=[C:10]2[CH2:9]1)=[O:7])([CH3:4])([CH3:2])[CH3:3].